The task is: Predict the reactants needed to synthesize the given product.. This data is from Full USPTO retrosynthesis dataset with 1.9M reactions from patents (1976-2016). (1) Given the product [O:1]=[C:2]1[C:10]2[C:5](=[CH:6][CH:7]=[CH:8][CH:9]=2)[C:4](=[O:11])[N:3]1[CH2:12][C:13]1[CH:35]=[CH:34][C:16]2[N:17]=[C:18]([CH2:20][C:21]3[N:25]([CH3:26])[C:24]4[CH:27]=[CH:28][C:29]([C:31]([NH:48][CH2:49][CH2:50][CH2:51][NH2:52])=[O:33])=[CH:30][C:23]=4[N:22]=3)[NH:19][C:15]=2[CH:14]=1, predict the reactants needed to synthesize it. The reactants are: [O:1]=[C:2]1[C:10]2[C:5](=[CH:6][CH:7]=[CH:8][CH:9]=2)[C:4](=[O:11])[N:3]1[CH2:12][C:13]1[CH:35]=[CH:34][C:16]2[NH:17][C:18]([CH2:20][C:21]3[N:25]([CH3:26])[C:24]4[CH:27]=[CH:28][C:29]([C:31]([OH:33])=O)=[CH:30][C:23]=4[N:22]=3)=[N:19][C:15]=2[CH:14]=1.ON1C2C=CC=CC=2N=N1.Cl.C[N:48](C)[CH2:49][CH2:50][CH2:51][N:52]=C=NCC.NCCCN.CN1CCOCC1. (2) Given the product [CH2:25]([O:27][C:28]1[C:29]([O:14][CH2:13][CH2:12][CH2:11][C:10]2[C:6]([CH:3]([CH2:4][CH3:5])[CH2:1][CH3:2])=[N:7][N:8]([C:15]3[CH:20]=[CH:19][C:18]([C:21]([F:23])([F:24])[F:22])=[CH:17][N:16]=3)[CH:9]=2)=[C:30]([CH2:34][C:35]([OH:37])=[O:36])[CH:31]=[CH:32][CH:33]=1)[CH3:26], predict the reactants needed to synthesize it. The reactants are: [CH2:1]([CH:3]([C:6]1[C:10]([CH2:11][CH2:12][CH2:13][OH:14])=[CH:9][N:8]([C:15]2[CH:20]=[CH:19][C:18]([C:21]([F:24])([F:23])[F:22])=[CH:17][N:16]=2)[N:7]=1)[CH2:4][CH3:5])[CH3:2].[CH2:25]([O:27][C:28]1[C:29](O)=[C:30]([CH2:34][C:35]([O:37]C)=[O:36])[CH:31]=[CH:32][CH:33]=1)[CH3:26].C(P(CCCC)CCCC)CCC.N(C(N1CCCCC1)=O)=NC(N1CCCCC1)=O. (3) Given the product [C:13]1([C:7]2[C:6]3[C:10](=[CH:11][CH:12]=[C:4]([NH2:1])[CH:5]=3)[NH:9][CH:8]=2)[CH:14]=[CH:15][CH:16]=[CH:17][CH:18]=1, predict the reactants needed to synthesize it. The reactants are: [N+:1]([C:4]1[CH:5]=[C:6]2[C:10](=[CH:11][CH:12]=1)[NH:9][CH:8]=[C:7]2[C:13]1[CH:18]=[CH:17][CH:16]=[CH:15][CH:14]=1)([O-])=O.[Cl-].[NH4+].C(O)C. (4) Given the product [ClH:4].[C:33]([NH:32][C:30](=[O:31])[C:29]1[CH:37]=[CH:38][CH:39]=[C:27]([CH2:26][N:23]2[CH2:22][CH2:21][N:20]([C:18](=[O:19])[C:17]3[CH:40]=[CH:41][C:14]([NH:13][C:1]([NH:57][CH:53]4[CH2:56][CH2:55][CH2:54]4)=[O:12])=[C:15]([F:43])[C:16]=3[F:42])[CH2:25][CH2:24]2)[CH:28]=1)([CH3:36])([CH3:35])[CH3:34], predict the reactants needed to synthesize it. The reactants are: [C:1](=[O:12])(OC(Cl)(Cl)Cl)OC(Cl)(Cl)[Cl:4].[NH2:13][C:14]1[CH:41]=[CH:40][C:17]([C:18]([N:20]2[CH2:25][CH2:24][N:23]([CH2:26][C:27]3[CH:28]=[C:29]([CH:37]=[CH:38][CH:39]=3)[C:30]([NH:32][C:33]([CH3:36])([CH3:35])[CH3:34])=[O:31])[CH2:22][CH2:21]2)=[O:19])=[C:16]([F:42])[C:15]=1[F:43].C(N(C(C)C)C(C)C)C.[CH:53]1([NH2:57])[CH2:56][CH2:55][CH2:54]1. (5) Given the product [C:1]([N:5]1[C:9]([C:10]2[CH:15]=[CH:14][C:13]([F:16])=[CH:12][CH:11]=2)=[CH:8][C:7]([CH2:17][CH2:18][CH2:19][N:31]2[CH2:30][CH2:29][N:28]([C:25]3[CH:24]=[CH:23][C:22]([Cl:21])=[CH:27][CH:26]=3)[CH2:33][CH2:32]2)=[N:6]1)([CH3:4])([CH3:3])[CH3:2], predict the reactants needed to synthesize it. The reactants are: [C:1]([N:5]1[C:9]([C:10]2[CH:15]=[CH:14][C:13]([F:16])=[CH:12][CH:11]=2)=[CH:8][C:7]([CH2:17][CH2:18][CH:19]=O)=[N:6]1)([CH3:4])([CH3:3])[CH3:2].[Cl:21][C:22]1[CH:27]=[CH:26][C:25]([N:28]2[CH2:33][CH2:32][NH:31][CH2:30][CH2:29]2)=[CH:24][CH:23]=1.CCN(C(C)C)C(C)C.[BH-](OC(C)=O)(OC(C)=O)OC(C)=O.[Na+]. (6) The reactants are: [CH3:1][O:2][C:3]1[CH:8]=[C:7]([C:9]2[CH:10]=[N:11][N:12]([CH3:14])[CH:13]=2)[CH:6]=[CH:5][C:4]=1[NH:15][CH:16]=O.[CH:18]1([CH2:21][O:22][C:23]2[C:28]3[N:29]=C(S(C)(=O)=O)[N:31]=[CH:32][C:27]=3[CH:26]=[CH:25][N:24]=2)[CH2:20][CH2:19]1. Given the product [CH:18]1([CH2:21][O:22][C:23]2[C:28]3[N:29]=[C:16]([NH:15][C:4]4[CH:5]=[CH:6][C:7]([C:9]5[CH:10]=[N:11][N:12]([CH3:14])[CH:13]=5)=[CH:8][C:3]=4[O:2][CH3:1])[N:31]=[CH:32][C:27]=3[CH:26]=[CH:25][N:24]=2)[CH2:19][CH2:20]1, predict the reactants needed to synthesize it. (7) The reactants are: Cl[C:2]1[C:11]2[C:6](=[C:7]([Br:12])[CH:8]=[CH:9][CH:10]=2)[CH:5]=[CH:4][N:3]=1.[CH2:13]([OH:20])[C:14]1[CH:19]=[CH:18][CH:17]=[CH:16][CH:15]=1.[OH-].[K+].C(=O)([O-])[O-].[K+].[K+].COCCOCCN(CCOCCOC)CCOCCOC. Given the product [CH2:13]([O:20][C:2]1[C:11]2[C:6](=[C:7]([Br:12])[CH:8]=[CH:9][CH:10]=2)[CH:5]=[CH:4][N:3]=1)[C:14]1[CH:19]=[CH:18][CH:17]=[CH:16][CH:15]=1, predict the reactants needed to synthesize it.